From a dataset of Forward reaction prediction with 1.9M reactions from USPTO patents (1976-2016). Predict the product of the given reaction. (1) The product is: [C:1]([NH:4][C@@H:5]([CH2:9][CH2:10][S:11][CH3:12])[C:6]([NH:45][CH2:46][CH2:47][O:48][C:49]1[CH:54]=[CH:53][C:52]([NH:55][C:56](=[O:65])[C:57]2[CH:62]=[CH:61][CH:60]=[C:59]([O:63][CH3:64])[CH:58]=2)=[CH:51][C:50]=1[C:66]1[N:70]([CH3:71])[N:69]=[CH:68][CH:67]=1)=[O:8])(=[O:3])[CH3:2]. Given the reactants [C:1]([NH:4][C@@H:5]([CH2:9][CH2:10][S:11][CH3:12])[C:6]([OH:8])=O)(=[O:3])[CH3:2].C(N(CC)CC)C.CN(C(ON1N=NC2C=CC=NC1=2)=[N+](C)C)C.F[P-](F)(F)(F)(F)F.Cl.[NH2:45][CH2:46][CH2:47][O:48][C:49]1[CH:54]=[CH:53][C:52]([NH:55][C:56](=[O:65])[C:57]2[CH:62]=[CH:61][CH:60]=[C:59]([O:63][CH3:64])[CH:58]=2)=[CH:51][C:50]=1[C:66]1[N:70]([CH3:71])[N:69]=[CH:68][CH:67]=1, predict the reaction product. (2) Given the reactants C[Sn](C)(C)[C:3]1[CH:8]=[CH:7][C:6]([C:9]2[CH2:13][CH:12]([CH2:14][N:15]3[CH:19]=[CH:18][N:17]=[N:16]3)[O:11][N:10]=2)=[CH:5][CH:4]=1.[F:22][C:23]1[CH:24]=[C:25]([N:30]2[CH2:34][C@H:33]([CH2:35][N:36]3[CH:40]=[C:39]([CH3:41])[N:38]=[N:37]3)[O:32][C:31]2=[O:42])[CH:26]=[CH:27][C:28]=1I.O1C=CC=C1P(C1OC=CC=1)C1OC=CC=1, predict the reaction product. The product is: [F:22][C:23]1[CH:24]=[C:25]([N:30]2[CH2:34][C@H:33]([CH2:35][N:36]3[CH:40]=[C:39]([CH3:41])[N:38]=[N:37]3)[O:32][C:31]2=[O:42])[CH:26]=[CH:27][C:28]=1[C:3]1[CH:8]=[CH:7][C:6]([C:9]2[CH2:13][CH:12]([CH2:14][N:15]3[CH:19]=[CH:18][N:17]=[N:16]3)[O:11][N:10]=2)=[CH:5][CH:4]=1.